This data is from Full USPTO retrosynthesis dataset with 1.9M reactions from patents (1976-2016). The task is: Predict the reactants needed to synthesize the given product. (1) Given the product [C:15]1([C:2]2[CH:11]=[CH:10][C:9]3[C:4](=[CH:5][CH:6]=[C:7]([N+:12]([O-:14])=[O:13])[CH:8]=3)[N:3]=2)[CH:20]=[CH:19][CH:18]=[CH:17][CH:16]=1, predict the reactants needed to synthesize it. The reactants are: Cl[C:2]1[CH:11]=[CH:10][C:9]2[C:4](=[CH:5][CH:6]=[C:7]([N+:12]([O-:14])=[O:13])[CH:8]=2)[N:3]=1.[C:15]1(B(O)O)[CH:20]=[CH:19][CH:18]=[CH:17][CH:16]=1.[OH-].[Ba+2].[OH-]. (2) Given the product [CH:2]1([C@H:3]([N:7]2[CH:11]=[C:10]([C:12]3[C:13]4[CH:20]=[CH:19][N:18]([CH2:21][O:22][CH2:23][CH2:24][Si:25]([CH3:28])([CH3:27])[CH3:26])[C:14]=4[N:15]=[CH:16][N:17]=3)[CH:9]=[N:8]2)[CH2:4][C:5]#[N:6])[CH2:32][CH2:31]1, predict the reactants needed to synthesize it. The reactants are: F[C:2](F)(F)[CH:3]([N:7]1[CH:11]=[C:10]([C:12]2[C:13]3[CH:20]=[CH:19][N:18]([CH2:21][O:22][CH2:23][CH2:24][Si:25]([CH3:28])([CH3:27])[CH3:26])[C:14]=3[N:15]=[CH:16][N:17]=2)[CH:9]=[N:8]1)[CH2:4][C:5]#[N:6].[CH:31](O)(C)[CH3:32]. (3) Given the product [Cl:1][C:2]1[C:6]([Cl:7])=[C:5]([CH3:8])[NH:4][C:3]=1[C:9]([OH:11])=[O:10], predict the reactants needed to synthesize it. The reactants are: [Cl:1][C:2]1[C:6]([Cl:7])=[C:5]([CH3:8])[NH:4][C:3]=1[C:9]([O:11]CC)=[O:10].C(Cl)Cl.[Li+].[OH-].Cl. (4) Given the product [Cl:33][C:31]1[CH:30]=[CH:29][C:27]2[N:28]=[C:24]([C:22]3[CH:21]=[CH:20][C:19]([F:34])=[C:18]([C@:15]4([CH3:17])[CH2:14][C@@H:13]([C:35]([F:36])([F:37])[F:38])[O:12][C:11]([NH2:10])=[N:16]4)[CH:23]=3)[O:25][C:26]=2[CH:32]=1, predict the reactants needed to synthesize it. The reactants are: COC1C=CC(C(C2C=CC(OC)=CC=2)(C2C=CC=CC=2)[NH:10][C:11]2[O:12][C@H:13]([C:35]([F:38])([F:37])[F:36])[CH2:14][C@:15]([C:18]3[CH:23]=[C:22]([C:24]4[O:25][C:26]5[CH:32]=[C:31]([Cl:33])[CH:30]=[CH:29][C:27]=5[N:28]=4)[CH:21]=[CH:20][C:19]=3[F:34])([CH3:17])[N:16]=2)=CC=1.FC(F)(F)C(O)=O. (5) Given the product [F:23][C:18]1[CH:19]=[CH:20][CH:21]=[CH:22][C:17]=1[O:16][C:14](=[O:15])[NH:12][N:3]1[CH2:4][CH2:5][C:6]2[C:11](=[CH:10][CH:9]=[CH:8][CH:7]=2)[CH2:2]1, predict the reactants needed to synthesize it. The reactants are: Cl.[CH2:2]1[C:11]2[C:6](=[CH:7][CH:8]=[CH:9][CH:10]=2)[CH2:5][CH2:4][N:3]1[NH2:12].Cl[C:14]([O:16][C:17]1[CH:22]=[CH:21][CH:20]=[CH:19][C:18]=1[F:23])=[O:15].